This data is from Catalyst prediction with 721,799 reactions and 888 catalyst types from USPTO. The task is: Predict which catalyst facilitates the given reaction. (1) Reactant: COOB([C:6]1[CH:11]=[CH:10][CH:9]=[CH:8][CH:7]=1)O.C1(P(C2CCCCC2)[C:19]2[C:24]([O:25][CH3:26])=[CH:23][C:22](OC)=[CH:21][C:20]=2OC)CCCCC1.[C:37](=[O:40])([O-])[O-:38].[K+].[K+]. The catalyst class is: 164. Product: [CH3:11][C:6]1[C:37](=[O:40])[O:38][CH:8]([C:6]2[CH:7]=[CH:8][CH:9]=[CH:10][CH:11]=2)[C:7]=1[C:19]1[CH:20]=[CH:21][CH:22]=[CH:23][C:24]=1[O:25][CH3:26]. (2) Product: [F:21][C:22]([F:35])([F:34])[S:23]([O:19][C:12]1[C:13]2[C:18](=[N:17][CH:16]=[CH:15][CH:14]=2)[N:9]([O:8][CH2:1][C:2]2[CH:7]=[CH:6][CH:5]=[CH:4][CH:3]=2)[C:10](=[O:20])[CH:11]=1)(=[O:25])=[O:24]. The catalyst class is: 2. Reactant: [CH2:1]([O:8][N:9]1[C:18]2[C:13](=[CH:14][CH:15]=[CH:16][N:17]=2)[C:12]([OH:19])=[CH:11][C:10]1=[O:20])[C:2]1[CH:7]=[CH:6][CH:5]=[CH:4][CH:3]=1.[F:21][C:22]([F:35])([F:34])[S:23](O[S:23]([C:22]([F:35])([F:34])[F:21])(=[O:25])=[O:24])(=[O:25])=[O:24]. (3) Reactant: [CH3:1][O:2][C:3]1[C:4]([CH2:19][NH:20]C(C2C=CC=CC=2C(O)=O)=O)=[CH:5][C:6]([C:9]2[CH:10]=[N:11][C:12]([C:15]([F:18])([F:17])[F:16])=[N:13][CH:14]=2)=[N:7][CH:8]=1.NN.O. Product: [CH3:1][O:2][C:3]1[C:4]([CH2:19][NH2:20])=[CH:5][C:6]([C:9]2[CH:14]=[N:13][C:12]([C:15]([F:18])([F:17])[F:16])=[N:11][CH:10]=2)=[N:7][CH:8]=1. The catalyst class is: 8.